Dataset: Forward reaction prediction with 1.9M reactions from USPTO patents (1976-2016). Task: Predict the product of the given reaction. (1) The product is: [CH3:1][N:2]1[C:6]2[C:7](=[O:8])[NH:9][C:18](=[O:19])[NH:10][C:5]=2[CH:4]=[N:3]1. Given the reactants [CH3:1][N:2]1[C:6]([C:7]([NH2:9])=[O:8])=[C:5]([N+:10]([O-])=O)[CH:4]=[N:3]1.C1N=CN([C:18](N2C=NC=C2)=[O:19])C=1, predict the reaction product. (2) Given the reactants [NH2:1][C@@H:2]1[C:8](=[O:9])[N:7]([CH3:10])[C:6]2[CH:11]=[CH:12][CH:13]=[CH:14][C:5]=2[C:4]2[CH:15]=[CH:16][CH:17]=[CH:18][C:3]1=2.[F:19][C:20]([CH3:36])([C:24]([NH:26][CH2:27][CH2:28][C:29]([F:35])([F:34])[C:30]([F:33])([F:32])[F:31])=[O:25])[C:21](O)=[O:22], predict the reaction product. The product is: [F:19][C:20]([CH3:36])([C:24]([NH:26][CH2:27][CH2:28][C:29]([F:34])([F:35])[C:30]([F:33])([F:32])[F:31])=[O:25])[C:21]([NH:1][C@@H:2]1[C:8](=[O:9])[N:7]([CH3:10])[C:6]2[CH:11]=[CH:12][CH:13]=[CH:14][C:5]=2[C:4]2[CH:15]=[CH:16][CH:17]=[CH:18][C:3]1=2)=[O:22]. (3) Given the reactants [CH2:1]([N:8]1[CH2:13][CH2:12][C:11]([C:16]2[CH:17]=[N:18][CH:19]=[CH:20][CH:21]=2)([C:14]#[N:15])[CH2:10][CH2:9]1)[C:2]1[CH:7]=[CH:6][CH:5]=[CH:4][CH:3]=1.[OH2:22].[OH-].[K+], predict the reaction product. The product is: [CH2:1]([N:8]1[CH2:9][CH2:10][C:11]([C:16]2[CH:17]=[N:18][CH:19]=[CH:20][CH:21]=2)([C:14]([NH2:15])=[O:22])[CH2:12][CH2:13]1)[C:2]1[CH:7]=[CH:6][CH:5]=[CH:4][CH:3]=1. (4) Given the reactants [F:1][C:2]1[CH:22]=[CH:21][CH:20]=[C:19]([F:23])[C:3]=1[CH2:4][O:5][C:6]1[C:7]2[N:8]([C:12]([C:16]([NH2:18])=O)=[C:13]([CH3:15])[N:14]=2)[CH:9]=[CH:10][CH:11]=1.N1C=CC=CC=1.FC(F)(F)C(OC(=O)C(F)(F)F)=O.O, predict the reaction product. The product is: [F:1][C:2]1[CH:22]=[CH:21][CH:20]=[C:19]([F:23])[C:3]=1[CH2:4][O:5][C:6]1[C:7]2[N:8]([C:12]([C:16]#[N:18])=[C:13]([CH3:15])[N:14]=2)[CH:9]=[CH:10][CH:11]=1. (5) Given the reactants [F:1][C:2]1[CH:23]=[CH:22][CH:21]=[C:20]([F:24])[C:3]=1[CH2:4][O:5][C:6]1[C:7]2[N:8]([C:13]([C:17](O)=[O:18])=[C:14]([CH3:16])[N:15]=2)[CH:9]=[CH:10][C:11]=1[F:12].F[B-](F)(F)F.N1(O[C+](N(C)C)N(C)C)C2C=CC=CC=2N=N1.CN1CCOCC1.[NH2:54][C@H:55]([CH2:58][CH2:59][CH2:60][CH3:61])[CH2:56][OH:57], predict the reaction product. The product is: [F:1][C:2]1[CH:23]=[CH:22][CH:21]=[C:20]([F:24])[C:3]=1[CH2:4][O:5][C:6]1[C:7]2[N:8]([C:13]([C:17]([NH:54][C@H:55]([CH2:58][CH2:59][CH2:60][CH3:61])[CH2:56][OH:57])=[O:18])=[C:14]([CH3:16])[N:15]=2)[CH:9]=[CH:10][C:11]=1[F:12].